This data is from Peptide-MHC class I binding affinity with 185,985 pairs from IEDB/IMGT. The task is: Regression. Given a peptide amino acid sequence and an MHC pseudo amino acid sequence, predict their binding affinity value. This is MHC class I binding data. (1) The peptide sequence is GTFDTVQII. The MHC is HLA-A02:03 with pseudo-sequence HLA-A02:03. The binding affinity (normalized) is 0.242. (2) The peptide sequence is VMAFIAFLRF. The MHC is HLA-A23:01 with pseudo-sequence HLA-A23:01. The binding affinity (normalized) is 0.377. (3) The peptide sequence is NTYLFNILY. The MHC is HLA-A02:06 with pseudo-sequence HLA-A02:06. The binding affinity (normalized) is 0.194. (4) The peptide sequence is GELRKAICL. The MHC is HLA-B58:01 with pseudo-sequence HLA-B58:01. The binding affinity (normalized) is 0.0847. (5) The peptide sequence is VYWENEVSI. The MHC is HLA-A68:02 with pseudo-sequence HLA-A68:02. The binding affinity (normalized) is 0.0847. (6) The peptide sequence is LLNESNIFL. The MHC is HLA-A02:01 with pseudo-sequence HLA-A02:01. The binding affinity (normalized) is 0.652.